From a dataset of Catalyst prediction with 721,799 reactions and 888 catalyst types from USPTO. Predict which catalyst facilitates the given reaction. (1) Reactant: [OH:1][C:2]1[CH:3]=[C:4]([CH:7]=[CH:8][CH:9]=1)[CH:5]=[O:6].CO[C:12]1[CH:19]=[CH:18][C:15]([CH2:16]Cl)=[CH:14][CH:13]=1.C(=O)([O-])[O-].[K+].[K+].CN(C)C=O. Product: [C:15]1([CH2:16][O:1][C:2]2[CH:3]=[C:4]([CH:7]=[CH:8][CH:9]=2)[CH:5]=[O:6])[CH:18]=[CH:19][CH:12]=[CH:13][CH:14]=1. The catalyst class is: 6. (2) Reactant: [C:1]1([CH2:7][CH2:8][CH2:9][NH:10][CH2:11][C:12]([O:14][CH3:15])=[O:13])[CH:6]=[CH:5][CH:4]=[CH:3][CH:2]=1.[C:16]1([CH2:22][CH2:23][CH2:24][CH2:25][C:26](O)=[O:27])[CH:21]=[CH:20][CH:19]=[CH:18][CH:17]=1.C(Cl)CCl.C1C=CC2N(O)N=NC=2C=1.CCN(C(C)C)C(C)C.S([O-])([O-])(=O)=O.[Mg+2]. Product: [C:16]1([CH2:22][CH2:23][CH2:24][CH2:25][C:26]([N:10]([CH2:11][C:12]([O:14][CH3:15])=[O:13])[CH2:9][CH2:8][CH2:7][C:1]2[CH:6]=[CH:5][CH:4]=[CH:3][CH:2]=2)=[O:27])[CH:21]=[CH:20][CH:19]=[CH:18][CH:17]=1. The catalyst class is: 2. (3) Reactant: [CH3:1][C:2]1([CH3:30])[CH2:11][C:10]2[C:5](=[CH:6][CH:7]=[C:8]([C:12]([O:14][CH3:15])=[O:13])[CH:9]=2)[N:4]=[C:3]1[C:16]1[CH:21]=[CH:20][CH:19]=[C:18]([S:22]([N:25]2[CH2:29][CH2:28][CH2:27][CH2:26]2)(=[O:24])=[O:23])[CH:17]=1. Product: [CH3:1][C:2]1([CH3:30])[CH2:11][C:10]2[C:5](=[CH:6][CH:7]=[C:8]([C:12]([O:14][CH3:15])=[O:13])[CH:9]=2)[NH:4][CH:3]1[C:16]1[CH:21]=[CH:20][CH:19]=[C:18]([S:22]([N:25]2[CH2:29][CH2:28][CH2:27][CH2:26]2)(=[O:24])=[O:23])[CH:17]=1. The catalyst class is: 111. (4) Reactant: [NH2:1][C:2]1[S:3][C:4]2[CH:15]=[CH:14][CH:13]=[CH:12][C:5]=2[C:6]=1[C:7]([O:9]CC)=[O:8].[OH-].[Na+]. Product: [NH2:1][C:2]1[S:3][C:4]2[CH:15]=[CH:14][CH:13]=[CH:12][C:5]=2[C:6]=1[C:7]([OH:9])=[O:8]. The catalyst class is: 199. (5) Reactant: [CH2:1]=O.[Br:3][C:4]1[CH:5]=[C:6]([CH2:12][CH2:13][NH2:14])[CH:7]=[C:8]([O:10][CH3:11])[CH:9]=1. Product: [Br:3][C:4]1[CH:9]=[C:8]([O:10][CH3:11])[CH:7]=[C:6]2[C:5]=1[CH2:1][NH:14][CH2:13][CH2:12]2. The catalyst class is: 106. (6) Reactant: [N+:1]([C:4]1[CH:9]=[CH:8][C:7]([CH2:10][C:11]([OH:13])=[O:12])=[CH:6][CH:5]=1)([O-:3])=[O:2].S(Cl)(Cl)=O.[CH3:18]COC(C)=O.CCCCCCC. Product: [CH3:18][O:12][C:11](=[O:13])[CH2:10][C:7]1[CH:6]=[CH:5][C:4]([N+:1]([O-:3])=[O:2])=[CH:9][CH:8]=1. The catalyst class is: 5. (7) Reactant: [OH:1][C:2]1[CH:3]=[C:4]2[C:8](=[CH:9][C:10]=1[N+:11]([O-])=O)[C:7]([F:15])([F:14])[O:6][C:5]2([F:17])[F:16].C(O)(=O)C. Product: [NH2:11][C:10]1[CH:9]=[C:8]2[C:4]([C:5]([F:17])([F:16])[O:6][C:7]2([F:14])[F:15])=[CH:3][C:2]=1[OH:1]. The catalyst class is: 150.